This data is from Full USPTO retrosynthesis dataset with 1.9M reactions from patents (1976-2016). The task is: Predict the reactants needed to synthesize the given product. (1) Given the product [S:1]1[CH:5]=[CH:4][C:3]2[C:6]([C:10]3[CH:15]=[C:14]([OH:16])[CH:13]=[C:12]([NH:26][C:27]4[CH:28]=[N:29][CH:30]=[CH:31][CH:32]=4)[CH:11]=3)=[CH:7][CH:8]=[CH:9][C:2]1=2, predict the reactants needed to synthesize it. The reactants are: [S:1]1[CH:5]=[CH:4][C:3]2[C:6]([C:10]3[CH:11]=[C:12]([NH:26][C:27]4[CH:28]=[N:29][CH:30]=[CH:31][CH:32]=4)[CH:13]=[C:14]([O:16]CC4C=CC(OC)=CC=4)[CH:15]=3)=[CH:7][CH:8]=[CH:9][C:2]1=2.C1(SC)C=CC=CC=1.FC(F)(F)C(O)=O. (2) Given the product [CH2:21]([N:1]1[C:9]2[C:4](=[CH:5][CH:6]=[C:7]([C:10]([O:12][CH3:13])=[O:11])[CH:8]=2)[CH:3]=[CH:2]1)[CH2:22][CH2:23][CH3:24], predict the reactants needed to synthesize it. The reactants are: [NH:1]1[C:9]2[C:4](=[CH:5][CH:6]=[C:7]([C:10]([O:12][CH3:13])=[O:11])[CH:8]=2)[CH:3]=[CH:2]1.CC(C)([O-])C.[K+].I[CH2:21][CH2:22][CH2:23][CH3:24]. (3) Given the product [C:1]([C:3]1[CH:4]=[C:5]([S:17]([NH:20][C:21]2[S:25][N:24]=[CH:23][N:22]=2)(=[O:18])=[O:19])[CH:6]=[CH:7][C:8]=1[S:9][C:10]1[CH:15]=[CH:14][CH:13]=[CH:12][C:11]=1[F:16])#[N:2], predict the reactants needed to synthesize it. The reactants are: [C:1]([C:3]1[CH:4]=[C:5]([S:17]([N:20](CC2C=CC(OC)=CC=2OC)[C:21]2[S:25][N:24]=[CH:23][N:22]=2)(=[O:19])=[O:18])[CH:6]=[CH:7][C:8]=1[S:9][C:10]1[CH:15]=[CH:14][CH:13]=[CH:12][C:11]=1[F:16])#[N:2].Cl. (4) Given the product [O:8]=[C:9]1[N:15]([CH:16]2[CH2:17][CH2:18][N:19]([C:22]([O:24][C@H:25]([CH2:54][C:55]3[CH:60]=[C:59]([C:61]([F:62])([F:63])[F:64])[C:58]([NH2:65])=[C:57]([Cl:66])[CH:56]=3)[C:26]([N:28]3[CH2:29][CH2:30][CH:31]([N:34]4[CH2:39][CH2:38][CH:37]([NH:40][CH2:41][C:42]([O:44][CH2:45][CH3:46])=[O:43])[CH2:36][CH2:35]4)[CH2:32][CH2:33]3)=[O:27])=[O:23])[CH2:20][CH2:21]2)[CH2:14][CH2:13][C:12]2[CH:67]=[CH:68][CH:69]=[CH:70][C:11]=2[NH:10]1, predict the reactants needed to synthesize it. The reactants are: C(O)(C(F)(F)F)=O.[O:8]=[C:9]1[N:15]([CH:16]2[CH2:21][CH2:20][N:19]([C:22]([O:24][C@H:25]([CH2:54][C:55]3[CH:60]=[C:59]([C:61]([F:64])([F:63])[F:62])[C:58]([NH2:65])=[C:57]([Cl:66])[CH:56]=3)[C:26]([N:28]3[CH2:33][CH2:32][CH:31]([N:34]4[CH2:39][CH2:38][CH:37]([N:40](C(OCC)=O)[CH2:41][C:42]([O:44][C:45](C)(C)[CH3:46])=[O:43])[CH2:36][CH2:35]4)[CH2:30][CH2:29]3)=[O:27])=[O:23])[CH2:18][CH2:17]2)[CH2:14][CH2:13][C:12]2[CH:67]=[CH:68][CH:69]=[CH:70][C:11]=2[NH:10]1. (5) Given the product [C:13]([C:17]1[S:21]/[C:20](=[N:22]\[C:7](=[O:9])[C:6]2[CH:10]=[C:2]([Cl:1])[CH:3]=[CH:4][C:5]=2[O:11][CH3:12])/[N:19]([CH2:23][CH2:24][NH:25][C:26](=[O:32])[O:27][C:28]([CH3:31])([CH3:30])[CH3:29])[CH:18]=1)([CH3:16])([CH3:14])[CH3:15], predict the reactants needed to synthesize it. The reactants are: [Cl:1][C:2]1[CH:3]=[CH:4][C:5]([O:11][CH3:12])=[C:6]([CH:10]=1)[C:7]([OH:9])=O.[C:13]([C:17]1[S:21][C:20](=[NH:22])[N:19]([CH2:23][CH2:24][NH:25][C:26](=[O:32])[O:27][C:28]([CH3:31])([CH3:30])[CH3:29])[CH:18]=1)([CH3:16])([CH3:15])[CH3:14].N. (6) Given the product [C:1]1([N:10]2[CH2:14][CH2:13][C@H:12]([NH2:15])[CH2:11]2)[C:2]2[N:3]([CH:7]=[CH:8][CH:9]=2)[CH:4]=[CH:5][N:6]=1, predict the reactants needed to synthesize it. The reactants are: [C:1]1([N:10]2[CH2:14][CH2:13][C@H:12]([NH:15]C(=O)OC(C)(C)C)[CH2:11]2)[C:2]2[N:3]([CH:7]=[CH:8][CH:9]=2)[CH:4]=[CH:5][N:6]=1.Cl. (7) The reactants are: [Cl-].[NH4+].[Br:3][C:4]1[CH:9]=[CH:8][C:7]([C:10]2[C:11]([C:19]([O:21][CH3:22])=[O:20])=[CH:12][C:13]([N+:16]([O-])=O)=[CH:14][CH:15]=2)=[CH:6][CH:5]=1. Given the product [NH2:16][C:13]1[CH:12]=[C:11]([C:19]([O:21][CH3:22])=[O:20])[C:10]([C:7]2[CH:6]=[CH:5][C:4]([Br:3])=[CH:9][CH:8]=2)=[CH:15][CH:14]=1, predict the reactants needed to synthesize it. (8) Given the product [OH:12][C:11]1[CH:10]=[CH:9][C:6]([C:7]#[N:8])=[CH:5][C:4]=1[CH2:1][CH2:2][CH3:3], predict the reactants needed to synthesize it. The reactants are: [CH2:1]([C:4]1[CH:5]=[C:6]([CH:9]=[CH:10][C:11]=1[OH:12])[C:7]#[N:8])[CH:2]=[CH2:3]. (9) Given the product [CH:13]1([C:16]2[CH:17]=[C:18]([CH:22]=[CH:23][CH:24]=2)[C:19]([NH:9][C:8]2[CH:10]=[CH:11][CH:12]=[C:6]([C:5]3[NH:1][N:2]=[N:3][N:4]=3)[CH:7]=2)=[O:20])[CH2:14][CH2:15]1, predict the reactants needed to synthesize it. The reactants are: [NH:1]1[C:5]([C:6]2[CH:7]=[C:8]([CH:10]=[CH:11][CH:12]=2)[NH2:9])=[N:4][N:3]=[N:2]1.[CH:13]1([C:16]2[CH:17]=[C:18]([CH:22]=[CH:23][CH:24]=2)[C:19](O)=[O:20])[CH2:15][CH2:14]1. (10) Given the product [CH2:1]([O:8][C@@H:9]1[C@@H:17]([O:18][CH2:19][C:20]2[CH:21]=[CH:22][CH:23]=[CH:24][CH:25]=2)[C@@:16]([C:47](=[O:48])[CH2:46][Br:45])([OH:26])[C@@H:15]([CH2:27][O:28][CH2:29][C:30]2[CH:31]=[CH:32][CH:33]=[CH:34][CH:35]=2)[O:14][C@H:10]1[S:11][CH2:12][CH3:13])[C:2]1[CH:7]=[CH:6][CH:5]=[CH:4][CH:3]=1, predict the reactants needed to synthesize it. The reactants are: [CH2:1]([O:8][C@@H:9]1[C@@H:17]([O:18][CH2:19][C:20]2[CH:25]=[CH:24][CH:23]=[CH:22][CH:21]=2)[C@@H:16]([OH:26])[C@@H:15]([CH2:27][O:28][CH2:29][C:30]2[CH:35]=[CH:34][CH:33]=[CH:32][CH:31]=2)[O:14][C@H:10]1[S:11][CH2:12][CH3:13])[C:2]1[CH:7]=[CH:6][CH:5]=[CH:4][CH:3]=1.N1C(C)=CC(C)=CC=1C.[Br:45][CH2:46][C:47](Br)=[O:48].